This data is from Full USPTO retrosynthesis dataset with 1.9M reactions from patents (1976-2016). The task is: Predict the reactants needed to synthesize the given product. (1) Given the product [Br:1][C:2]1[CH:3]=[C:4]2[C:9](=[CH:10][CH:11]=1)[C:8](=[O:12])[N:7]([CH2:13][CH:14]1[CH2:15][CH2:16]1)[C:6]([CH2:17][NH:18][C:26](=[O:27])[O:44][C:45]([CH3:48])([CH3:47])[CH3:46])=[C:5]2[O:29][CH2:30][CH2:31][CH2:32][CH3:33], predict the reactants needed to synthesize it. The reactants are: [Br:1][C:2]1[CH:3]=[C:4]2[C:9](=[CH:10][CH:11]=1)[C:8](=[O:12])[N:7]([CH2:13][CH:14]1[CH2:16][CH2:15]1)[C:6]([CH2:17][N:18]1[C:26](=[O:27])C3C(=CC=CC=3)C1=O)=[C:5]2[O:29][CH2:30][CH2:31][CH2:32][CH3:33].O.NN.C(=O)([O-])O.[Na+].C(OC([O:44][C:45]([CH3:48])([CH3:47])[CH3:46])=O)([O:44][C:45]([CH3:48])([CH3:47])[CH3:46])=O. (2) Given the product [F:17][C:12]1[CH:13]=[CH:14][CH:15]=[C:16]2[C:11]=1[O:10][CH2:9][CH:8]=[C:7]2[CH2:6][C:5]([OH:22])([C:18]([F:19])([F:20])[F:21])[CH2:4][OH:3], predict the reactants needed to synthesize it. The reactants are: C([O:3][C:4](=O)[C:5]([OH:22])([C:18]([F:21])([F:20])[F:19])[CH2:6][C:7]1[C:16]2[C:11](=[C:12]([F:17])[CH:13]=[CH:14][CH:15]=2)[O:10][CH2:9][CH:8]=1)C.[H-].[Al+3].[Li+].[H-].[H-].[H-].[Cl-].[NH4+]. (3) Given the product [C:14]([C:13]1[N:9]2[C:10]3[C:5]([CH:6]=[CH:7][C:8]2=[C:37]([C:36]#[N:39])[CH:38]=1)=[CH:4][C:3]([CH3:2])=[CH:12][CH:11]=3)(=[O:15])[C:16]1[CH:21]=[CH:20][CH:19]=[CH:18][CH:17]=1, predict the reactants needed to synthesize it. The reactants are: [Br-].[CH3:2][C:3]1[CH:4]=[C:5]2[C:10](=[CH:11][CH:12]=1)[N+:9]([CH2:13][C:14]([C:16]1[CH:21]=[CH:20][CH:19]=[CH:18][CH:17]=1)=[O:15])=[CH:8][CH:7]=[CH:6]2.[Cr](O[Cr]([O-])(=O)=O)([O-])(=O)=O.C(=O)(O)[O-].[Na+].[C:36](#[N:39])[CH:37]=[CH2:38]. (4) Given the product [C:1]1([C:7]2[O:8][C:9]([C:12]3[CH:13]=[C:14]4[C:19](=[CH:20][CH:21]=3)[CH:18]=[C:17]([O:22][CH2:23][C:24]3[NH:28][N:27]=[N:26][N:25]=3)[CH:16]=[CH:15]4)=[CH:10][N:11]=2)[CH:2]=[CH:3][CH:4]=[CH:5][CH:6]=1, predict the reactants needed to synthesize it. The reactants are: [C:1]1([C:7]2[O:8][C:9]([C:12]3[CH:13]=[C:14]4[C:19](=[CH:20][CH:21]=3)[CH:18]=[C:17]([O:22][CH2:23][C:24]#[N:25])[CH:16]=[CH:15]4)=[CH:10][N:11]=2)[CH:6]=[CH:5][CH:4]=[CH:3][CH:2]=1.[N-:26]=[N+:27]=[N-:28].[Na+].[Cl-].[NH4+].[OH-].[Na+]. (5) Given the product [CH2:29]([O:31][C:32]1[CH:39]=[CH:38][CH:37]=[CH:36][C:33]=1[CH2:34][NH:35][CH2:23][C:22]1[CH:21]=[C:20]([S:19][C:7]2[CH:8]=[C:9]3[C:4](=[CH:5][C:6]=2[F:28])[N:3]=[C:2]([NH2:1])[C:11]([CH2:12][CH:13]2[CH2:18][CH2:17][O:16][CH2:15][CH2:14]2)=[CH:10]3)[CH:27]=[CH:26][CH:25]=1)[CH3:30], predict the reactants needed to synthesize it. The reactants are: [NH2:1][C:2]1[C:11]([CH2:12][CH:13]2[CH2:18][CH2:17][O:16][CH2:15][CH2:14]2)=[CH:10][C:9]2[C:4](=[CH:5][C:6]([F:28])=[C:7]([S:19][C:20]3[CH:21]=[C:22]([CH:25]=[CH:26][CH:27]=3)[CH:23]=O)[CH:8]=2)[N:3]=1.[CH2:29]([O:31][C:32]1[CH:39]=[CH:38][CH:37]=[CH:36][C:33]=1[CH2:34][NH2:35])[CH3:30].[BH4-].[Na+].[OH-].[Na+]. (6) Given the product [ClH:43].[ClH:43].[CH2:17]([N:14]1[CH2:15][CH2:16][C:11]([S:19]([C:22]2[CH:27]=[CH:26][C:25]([C:28]3[CH:33]=[N:32][C:31]([CH2:34][CH2:35][C:36]([F:42])([F:41])[C:37]([F:40])([F:39])[F:38])=[CH:30][N:29]=3)=[CH:24][CH:23]=2)(=[O:21])=[O:20])([C:9]([NH:8][OH:7])=[O:10])[CH2:12][CH2:13]1)[CH3:18], predict the reactants needed to synthesize it. The reactants are: O1CCCCC1[O:7][NH:8][C:9]([C:11]1([S:19]([C:22]2[CH:27]=[CH:26][C:25]([C:28]3[CH:33]=[N:32][C:31]([CH2:34][CH2:35][C:36]([F:42])([F:41])[C:37]([F:40])([F:39])[F:38])=[CH:30][N:29]=3)=[CH:24][CH:23]=2)(=[O:21])=[O:20])[CH2:16][CH2:15][N:14]([CH2:17][CH3:18])[CH2:13][CH2:12]1)=[O:10].[ClH:43].O1CCCCC1ONC(C1(S(C2C=CC(C3C=CC(CCC(F)(F)C(F)(F)F)=CC=3)=CC=2)(=O)=O)CCN(C2CC2)CC1)=O. (7) Given the product [C:31]([C:28]1[CH:27]=[CH:26][C:25]([C:11]2[CH:12]=[C:13]3[C:8](=[CH:9][CH:10]=2)[N:7]([C:43]2[CH:44]=[N:45][CH:46]=[CH:47][CH:48]=2)[C:6]([C:4]([OH:3])=[O:5])=[C:14]3[C:15]2[CH:16]=[CH:17][C:18]([O:21][CH:22]([CH3:24])[CH3:23])=[CH:19][CH:20]=2)=[CH:30][CH:29]=1)([CH3:33])([CH3:32])[CH3:34], predict the reactants needed to synthesize it. The reactants are: C([O:3][C:4]([C:6]1[NH:7][C:8]2[C:13]([C:14]=1[C:15]1[CH:20]=[CH:19][C:18]([O:21][CH:22]([CH3:24])[CH3:23])=[CH:17][CH:16]=1)=[CH:12][C:11]([C:25]1[CH:30]=[CH:29][C:28]([C:31]([CH3:34])([CH3:33])[CH3:32])=[CH:27][CH:26]=1)=[CH:10][CH:9]=2)=[O:5])C.CC1(C)C(C)(C)OB([C:43]2[CH:44]=[N:45][CH:46]=[CH:47][CH:48]=2)O1.